This data is from Full USPTO retrosynthesis dataset with 1.9M reactions from patents (1976-2016). The task is: Predict the reactants needed to synthesize the given product. (1) Given the product [Br:15][C:11]1[CH:10]=[C:9]([CH:13]=[O:14])[N:8]([C:7]2[C:2]([Cl:1])=[N:3][CH:4]=[CH:5][CH:6]=2)[CH:12]=1, predict the reactants needed to synthesize it. The reactants are: [Cl:1][C:2]1[C:7]([N:8]2[CH:12]=[CH:11][CH:10]=[C:9]2[CH:13]=[O:14])=[CH:6][CH:5]=[CH:4][N:3]=1.[Br:15]N1C(=O)CCC1=O.O. (2) Given the product [Si:1]([O:8][C@H:9]1[CH2:13][N:12]([C:14]([O:16][C:17]([CH3:18])([CH3:19])[CH3:20])=[O:15])[C@H:11]([CH2:21][CH2:22][C:23]([O:25][CH2:26][CH3:27])=[O:24])[CH2:10]1)([C:4]([CH3:7])([CH3:6])[CH3:5])([CH3:3])[CH3:2], predict the reactants needed to synthesize it. The reactants are: [Si:1]([O:8][C@H:9]1[CH2:13][N:12]([C:14]([O:16][C:17]([CH3:20])([CH3:19])[CH3:18])=[O:15])[C@H:11](/[CH:21]=[CH:22]/[C:23]([O:25][CH2:26][CH3:27])=[O:24])[CH2:10]1)([C:4]([CH3:7])([CH3:6])[CH3:5])([CH3:3])[CH3:2]. (3) Given the product [N:16]1([C:11]([C:4]2[C:5]3[C:10](=[CH:9][CH:8]=[CH:7][CH:6]=3)[N:1]=[CH:2][CH:3]=2)=[O:13])[CH:15]=[CH:14][N:18]=[CH:17]1, predict the reactants needed to synthesize it. The reactants are: [N:1]1[C:10]2[C:5](=[CH:6][CH:7]=[CH:8][CH:9]=2)[C:4]([C:11]([OH:13])=O)=[CH:3][CH:2]=1.[CH:14]1[N:18]=[CH:17][N:16](C([N:16]2[CH:17]=[N:18][CH:14]=[CH:15]2)=O)[CH:15]=1. (4) Given the product [CH2:1]([C@H:8]1[CH2:9][N:10]([C:14]2[CH:19]=[CH:18][C:17]([O:20][CH3:21])=[C:16]([O:22][CH:23]3[CH2:27][CH2:26][CH2:25][CH2:24]3)[CH:15]=2)[CH2:11][CH2:12][N:13]1[S:28]([NH2:31])(=[O:30])=[O:29])[C:2]1[CH:3]=[CH:4][CH:5]=[CH:6][CH:7]=1, predict the reactants needed to synthesize it. The reactants are: [CH2:1]([C@@H:8]1[NH:13][CH2:12][CH2:11][N:10]([C:14]2[CH:19]=[CH:18][C:17]([O:20][CH3:21])=[C:16]([O:22][CH:23]3[CH2:27][CH2:26][CH2:25][CH2:24]3)[CH:15]=2)[CH2:9]1)[C:2]1[CH:7]=[CH:6][CH:5]=[CH:4][CH:3]=1.[S:28](N)([NH2:31])(=[O:30])=[O:29]. (5) Given the product [NH2:1][C:2]1[CH:7]=[C:6]([CH:8]([F:22])[CH3:9])[N:5]=[C:4]([C:11]([O:13][CH3:14])=[O:12])[C:3]=1[O:15][CH3:16], predict the reactants needed to synthesize it. The reactants are: [NH2:1][C:2]1[CH:7]=[C:6]([CH:8](O)[CH3:9])[N:5]=[C:4]([C:11]([O:13][CH3:14])=[O:12])[C:3]=1[O:15][CH3:16].OS(C(F)(F)[F:22])(=O)=O.COCCN(S(F)(F)F)CCOC.C([O-])(O)=O.[Na+].